From a dataset of Catalyst prediction with 721,799 reactions and 888 catalyst types from USPTO. Predict which catalyst facilitates the given reaction. (1) Reactant: [OH:1][C:2]1[CH:11]=[CH:10][C:5]([C:6]([O:8][CH3:9])=[O:7])=[CH:4][CH:3]=1.F[C:13]1[CH:20]=[CH:19][C:16]([CH:17]=[O:18])=[CH:15][CH:14]=1.Cl. Product: [CH3:9][O:8][C:6](=[O:7])[C:5]1[CH:4]=[CH:3][C:2]([O:1][C:13]2[CH:20]=[CH:19][C:16]([CH:17]=[O:18])=[CH:15][CH:14]=2)=[CH:11][CH:10]=1. The catalyst class is: 395. (2) Reactant: C(OC([N:8]1[C@H:12]([CH2:13][C:14]2[CH:19]=[CH:18][C:17]([C:20]3[CH:25]=[CH:24][CH:23]=[CH:22][CH:21]=3)=[CH:16][CH:15]=2)[CH2:11][CH2:10][C:9]1=[O:26])=O)(C)(C)C.C(O)(C(F)(F)F)=O. Product: [C:17]1([C:20]2[CH:21]=[CH:22][CH:23]=[CH:24][CH:25]=2)[CH:16]=[CH:15][C:14]([CH2:13][C@H:12]2[NH:8][C:9](=[O:26])[CH2:10][CH2:11]2)=[CH:19][CH:18]=1. The catalyst class is: 2. (3) Reactant: Cl.[NH2:2]O.O/[CH:5]=[C:6]1/[CH2:7][C:8]2([C:23]3[CH:28]=[CH:27][CH:26]=[CH:25][CH:24]=3)[C:17]3[N:16]=[C:15]([CH3:18])[N:14]=[CH:13][C:12]=3[CH2:11][CH2:10][CH:9]2[CH:19]([CH3:22])[C:20]/1=[O:21]. Product: [CH3:18][C:15]1[N:14]=[CH:13][C:12]2[CH2:11][CH2:10][CH:9]3[CH:19]([CH3:22])[C:20]4[O:21][N:2]=[CH:5][C:6]=4[CH2:7][C:8]3([C:23]3[CH:24]=[CH:25][CH:26]=[CH:27][CH:28]=3)[C:17]=2[N:16]=1. The catalyst class is: 24.